From a dataset of Full USPTO retrosynthesis dataset with 1.9M reactions from patents (1976-2016). Predict the reactants needed to synthesize the given product. Given the product [F:1][C:2]1[CH:3]=[C:4]([NH:10][C:11](=[O:13])[CH3:12])[CH:5]=[CH:6][C:7]=1[S:8][C:9]1[CH:20]=[CH:19][C:18]([CH3:21])=[CH:17][C:16]=1[N+:22]([O-:24])=[O:23], predict the reactants needed to synthesize it. The reactants are: [F:1][C:2]1[CH:3]=[C:4]([NH:10][C:11](=[O:13])[CH3:12])[CH:5]=[CH:6][C:7]=1[S:8][CH3:9].ClC1[CH:20]=[CH:19][C:18]([CH3:21])=[CH:17][C:16]=1[N+:22]([O-:24])=[O:23].